This data is from Reaction yield outcomes from USPTO patents with 853,638 reactions. The task is: Predict the reaction yield, written as a fraction of the theoretical maximum amount of product (1.0 means a 100% yield; for example, 0.34 means a 34% yield). (1) The reactants are [NH2:1][C@@H:2]1[C:8](=[O:9])[N:7]([CH2:10][CH:11]2[CH2:13][CH2:12]2)[C:6]2[CH:14]=[CH:15][CH:16]=[CH:17][C:5]=2[O:4][C@@H:3]1[C:18]1[CH:23]=[CH:22][CH:21]=[CH:20][CH:19]=1.[F:24][C:25]1[CH:26]=[C:27]([CH2:32][C:33]([NH:35][C@H:36]([C:38](O)=[O:39])[CH3:37])=[O:34])[CH:28]=[C:29]([F:31])[CH:30]=1.C1C=CC2N(O)N=NC=2C=1.CN1CCOCC1.CCN=C=NCCCN(C)C.Cl. The catalyst is ClCCl. The product is [CH:11]1([CH2:10][N:7]2[C:6]3[CH:14]=[CH:15][CH:16]=[CH:17][C:5]=3[O:4][C@H:3]([C:18]3[CH:23]=[CH:22][CH:21]=[CH:20][CH:19]=3)[C@H:2]([NH:1][C:38](=[O:39])[C@H:36]([CH3:37])[NH:35][C:33](=[O:34])[CH2:32][C:27]3[CH:28]=[C:29]([F:31])[CH:30]=[C:25]([F:24])[CH:26]=3)[C:8]2=[O:9])[CH2:13][CH2:12]1. The yield is 0.880. (2) The reactants are [Cl:1][C:2]1[C:11]2[C:6](=[CH:7][CH:8]=[CH:9][CH:10]=2)[N:5]=[C:4]([C:12]([O:14]CC)=O)[N:3]=1.[F:17][C:18]1[CH:23]=[CH:22][C:21]([Mg]Br)=[CH:20][C:19]=1[O:26][CH3:27].CC1CCCO1.[Cl-].[NH4+]. The catalyst is C1COCC1. The product is [Cl:1][C:2]1[C:11]2[C:6](=[CH:7][CH:8]=[CH:9][CH:10]=2)[N:5]=[C:4]([C:12]([C:21]2[CH:22]=[CH:23][C:18]([F:17])=[C:19]([O:26][CH3:27])[CH:20]=2)=[O:14])[N:3]=1. The yield is 0.620.